This data is from CYP3A4 inhibition data for predicting drug metabolism from PubChem BioAssay. The task is: Regression/Classification. Given a drug SMILES string, predict its absorption, distribution, metabolism, or excretion properties. Task type varies by dataset: regression for continuous measurements (e.g., permeability, clearance, half-life) or binary classification for categorical outcomes (e.g., BBB penetration, CYP inhibition). Dataset: cyp3a4_veith. (1) The molecule is O=S(=O)(Nc1ccc(Cc2ccncc2)cc1)c1ccc(Br)cc1. The result is 1 (inhibitor). (2) The drug is Cc1sc(NC(=O)c2ccco2)c(C(c2cccnc2)N2CCCC2)c1C. The result is 1 (inhibitor). (3) The result is 0 (non-inhibitor). The molecule is COc1ccc(NS(=O)(=O)c2ccc(I)cc2)cc1N1CCN(C)CC1. (4) The molecule is Cc1ccc(CNC(=O)[C@@H]2C[C@H]2[C@@H](NP(=O)(c2ccccc2)c2ccccc2)c2ccccc2)o1. The result is 1 (inhibitor).